From a dataset of Full USPTO retrosynthesis dataset with 1.9M reactions from patents (1976-2016). Predict the reactants needed to synthesize the given product. (1) Given the product [CH3:28][N:16]([C@@:2]1([CH3:1])[CH2:6][C:5](=[O:7])[N:4]([C@@H:8]([C:10]2[CH:11]=[CH:12][CH:13]=[CH:14][CH:15]=2)[CH3:9])[CH2:3]1)[C:17](=[O:23])[O:18][C:19]([CH3:22])([CH3:21])[CH3:20], predict the reactants needed to synthesize it. The reactants are: [CH3:1][C@:2]1([NH:16][C:17](=[O:23])[O:18][C:19]([CH3:22])([CH3:21])[CH3:20])[CH2:6][C:5](=[O:7])[N:4]([C@@H:8]([C:10]2[CH:15]=[CH:14][CH:13]=[CH:12][CH:11]=2)[CH3:9])[CH2:3]1.CI.[H-].[Na+].[C:28](O)(=O)CC(CC(O)=O)(C(O)=O)O. (2) The reactants are: C(=O)([O-])N.C(OC([N:12]1[CH2:16][CH2:15][C:14]2([CH2:20][CH2:19][N:18]([C:21]3[CH:26]=[CH:25][C:24]([N:27]4[CH:36]=[CH:35][C:34]5[C:29](=[CH:30][CH:31]=[C:32]([O:37][CH2:38][CH:39]6[CH2:41][CH2:40]6)[CH:33]=5)[C:28]4=[O:42])=[CH:23][C:22]=3[F:43])[CH2:17]2)[CH2:13]1)=O)(C)(C)C. Given the product [CH:39]1([CH2:38][O:37][C:32]2[CH:33]=[C:34]3[C:29](=[CH:30][CH:31]=2)[C:28](=[O:42])[N:27]([C:24]2[CH:25]=[CH:26][C:21]([N:18]4[CH2:19][CH2:20][C:14]5([CH2:15][CH2:16][NH:12][CH2:13]5)[CH2:17]4)=[C:22]([F:43])[CH:23]=2)[CH:36]=[CH:35]3)[CH2:41][CH2:40]1, predict the reactants needed to synthesize it. (3) Given the product [F:1][C:2]1[CH:3]=[CH:4][C:5]([NH:8][C:9]([C:11]2[C:15]([NH2:16])=[CH:14][NH:13][N:12]=2)=[O:10])=[CH:6][CH:7]=1, predict the reactants needed to synthesize it. The reactants are: [F:1][C:2]1[CH:7]=[CH:6][C:5]([NH:8][C:9]([C:11]2[C:15]([N+:16]([O-])=O)=[CH:14][NH:13][N:12]=2)=[O:10])=[CH:4][CH:3]=1. (4) Given the product [ClH:27].[Cl:33][C:30]1[CH:18]=[CH:19][C:14]([N:11]2[CH2:12][CH2:13][NH:8][CH2:9][C@H:10]2[CH3:28])=[CH:15][CH:31]=1, predict the reactants needed to synthesize it. The reactants are: C([N:8]1[CH2:13][CH2:12][N:11]([C@:14]2(C3C=CC([Cl:27])=CC=3)[CH:19]=[CH:18]C=C[CH:15]2C)[CH2:10][CH2:9]1)(OC(C)(C)C)=O.[CH3:28]O.[C:30]([Cl:33])(=O)[CH3:31]. (5) Given the product [C:15]([O:19][C:20]([C:22]1[S:23][C:24]([C:13]#[C:12][CH2:11][NH:10][C:9]([O:8][CH2:1][C:2]2[CH:7]=[CH:6][CH:5]=[CH:4][CH:3]=2)=[O:14])=[CH:25][CH:26]=1)=[O:21])([CH3:18])([CH3:16])[CH3:17], predict the reactants needed to synthesize it. The reactants are: [CH2:1]([O:8][C:9](=[O:14])[NH:10][CH2:11][C:12]#[CH:13])[C:2]1[CH:7]=[CH:6][CH:5]=[CH:4][CH:3]=1.[C:15]([O:19][C:20]([C:22]1[S:23][C:24](Br)=[CH:25][CH:26]=1)=[O:21])([CH3:18])([CH3:17])[CH3:16]. (6) Given the product [C:33]1([C@H:31]([NH:23][CH2:22][C@@H:13]2[C@@H:14]([C:16]3[CH:21]=[CH:20][CH:19]=[CH:18][CH:17]=3)[CH2:15][N:11]([C:9]([C:8]3[CH:43]=[CH:44][C:5]([S:2]([NH2:1])(=[O:4])=[O:3])=[CH:6][CH:7]=3)=[O:10])[CH2:12]2)[CH3:32])[C:42]2[C:37](=[CH:38][CH:39]=[CH:40][CH:41]=2)[CH:36]=[CH:35][CH:34]=1, predict the reactants needed to synthesize it. The reactants are: [NH2:1][S:2]([C:5]1[CH:44]=[CH:43][C:8]([C:9]([N:11]2[CH2:15][C@H:14]([C:16]3[CH:21]=[CH:20][CH:19]=[CH:18][CH:17]=3)[C@@H:13]([CH2:22][N:23]([C@@H:31]([C:33]3[C:42]4[C:37](=[CH:38][CH:39]=[CH:40][CH:41]=4)[CH:36]=[CH:35][CH:34]=3)[CH3:32])C(=O)OC(C)(C)C)[CH2:12]2)=[O:10])=[CH:7][CH:6]=1)(=[O:4])=[O:3].Cl.O1CCOCC1. (7) Given the product [CH3:8][C:4]1([CH3:9])[C:3]2[N:14]=[C:12]([C:15]3[C:16]([CH3:26])=[CH:17][C:18]([CH3:25])=[C:19]([CH:24]=3)[C:20]([O:22][CH3:23])=[O:21])[NH:13][C:2]=2[CH2:7][O:6][CH2:5]1, predict the reactants needed to synthesize it. The reactants are: Br[CH:2]1[CH2:7][O:6][CH2:5][C:4]([CH3:9])([CH3:8])[C:3]1=O.Cl.[C:12]([C:15]1[C:16]([CH3:26])=[CH:17][C:18]([CH3:25])=[C:19]([CH:24]=1)[C:20]([O:22][CH3:23])=[O:21])(=[NH:14])[NH2:13].C(=O)([O-])[O-].[K+].[K+].